Dataset: Reaction yield outcomes from USPTO patents with 853,638 reactions. Task: Predict the reaction yield, written as a fraction of the theoretical maximum amount of product (1.0 means a 100% yield; for example, 0.34 means a 34% yield). (1) The yield is 0.806. The catalyst is ClCCl. The reactants are COC(=O)[O:4][C:5]1[CH:10]=[C:9]([N+:11]([O-:13])=[O:12])[C:8]([F:14])=[CH:7][C:6]=1[CH3:15].B(Br)(Br)Br.[OH-].[Na+]. The product is [F:14][C:8]1[C:9]([N+:11]([O-:13])=[O:12])=[CH:10][C:5]([OH:4])=[C:6]([CH3:15])[CH:7]=1. (2) The reactants are [F:1][C:2]1[CH:23]=[CH:22][C:5]([CH2:6][CH2:7][C:8]2[S:9][C:10]3[N:11]=[C:12]([NH2:21])[N:13]=[C:14](S(C)(=O)=O)[C:15]=3[N:16]=2)=[CH:4][CH:3]=1.C(N(CC)CC)C.[Cl:31][C:32]1[CH:47]=[CH:46][C:35]([O:36][CH2:37][C:38]([N:40]2[CH2:45][CH2:44][NH:43][CH2:42][CH2:41]2)=[O:39])=[CH:34][CH:33]=1. The catalyst is O1CCOCC1. The product is [NH2:21][C:12]1[N:13]=[C:14]([N:43]2[CH2:44][CH2:45][N:40]([C:38](=[O:39])[CH2:37][O:36][C:35]3[CH:46]=[CH:47][C:32]([Cl:31])=[CH:33][CH:34]=3)[CH2:41][CH2:42]2)[C:15]2[N:16]=[C:8]([CH2:7][CH2:6][C:5]3[CH:22]=[CH:23][C:2]([F:1])=[CH:3][CH:4]=3)[S:9][C:10]=2[N:11]=1. The yield is 0.850. (3) The reactants are [H-].[Al+3].[Li+].[H-].[H-].[H-].O=[C:8]1[C:17]2[C:16]([CH2:18][CH2:19][C:20](O)=[O:21])=[CH:15][NH:14][C:13]=2[CH2:12][CH2:11][CH2:10][CH2:9]1.[OH-].[Na+].S([O-])([O-])(=O)=O.[Na+].[Na+]. The catalyst is O1CCCC1.O. The product is [NH:14]1[CH:15]=[C:16]([CH2:18][CH2:19][CH2:20][OH:21])[C:17]2[CH2:8][CH2:9][CH2:10][CH2:11][CH2:12][C:13]1=2. The yield is 0.700. (4) The reactants are [C:1]([O:7][CH2:8][CH3:9])(=[O:6])[CH2:2][C:3]([CH3:5])=O.[Cl:10][C:11]1[CH:12]=[C:13]([CH:16]=[C:17]([Cl:19])[CH:18]=1)[CH:14]=O.[NH4+:20].[OH-:21]. The product is [Cl:10][C:11]1[CH:12]=[C:13]([CH:14]2[C:2]([C:1]([O:7][CH2:8][CH3:9])=[O:6])=[C:3]([CH3:5])[NH:20][C:3]([CH3:5])=[C:2]2[C:1]([O:7][CH2:8][CH3:9])=[O:21])[CH:16]=[C:17]([Cl:19])[CH:18]=1. The catalyst is CCO.C(Cl)Cl. The yield is 0.280. (5) The reactants are [CH3:1][N:2]1[CH2:7][CH2:6][N:5]2[N:8]=[C:9]([N+:11]([O-])=O)[CH:10]=[C:4]2[CH2:3]1. The catalyst is C(O)C. The product is [CH3:1][N:2]1[CH2:7][CH2:6][N:5]2[N:8]=[C:9]([NH2:11])[CH:10]=[C:4]2[CH2:3]1. The yield is 0.990.